This data is from Reaction yield outcomes from USPTO patents with 853,638 reactions. The task is: Predict the reaction yield, written as a fraction of the theoretical maximum amount of product (1.0 means a 100% yield; for example, 0.34 means a 34% yield). (1) The reactants are [F:1][C:2]1[CH:7]=[CH:6][C:5]([NH:8][C:9]2[N:14]3[N:15]=[CH:16][C:17]([C:18](O)=[O:19])=[C:13]3[N:12]=[CH:11][C:10]=2[C:21]([N:23]2[CH2:28][CH2:27][C:26]3([C:36]4[C:31](=[CH:32][CH:33]=[CH:34][CH:35]=4)[CH2:30][CH2:29]3)[CH2:25][CH2:24]2)=[O:22])=[C:4]([CH3:37])[CH:3]=1.[CH:38]1([S:41]([NH2:44])(=[O:43])=[O:42])[CH2:40][CH2:39]1. No catalyst specified. The product is [F:1][C:2]1[CH:7]=[CH:6][C:5]([NH:8][C:9]2[N:14]3[N:15]=[CH:16][C:17]([C:18]([NH:44][S:41]([CH:38]4[CH2:40][CH2:39]4)(=[O:43])=[O:42])=[O:19])=[C:13]3[N:12]=[CH:11][C:10]=2[C:21]([N:23]2[CH2:24][CH2:25][C:26]3([C:36]4[C:31](=[CH:32][CH:33]=[CH:34][CH:35]=4)[CH2:30][CH2:29]3)[CH2:27][CH2:28]2)=[O:22])=[C:4]([CH3:37])[CH:3]=1. The yield is 0.880. (2) The reactants are [NH2:1][C:2]1[N:7]=[C:6]([N:8]([CH3:16])[C:9]2[CH:14]=[CH:13][CH:12]=[C:11](C)[CH:10]=2)[N:5]=[C:4]([C:17]([NH:19][OH:20])=[NH:18])[N:3]=1.[F:21][C:22]([F:35])([F:34])[CH2:23][O:24][C:25]1[CH:33]=[CH:32][C:28]([C:29](Cl)=O)=[CH:27][N:26]=1. The catalyst is N1C=CC=CC=1. The product is [CH3:16][N:8]([C:9]1[CH:10]=[CH:11][CH:12]=[CH:13][CH:14]=1)[C:6]1[N:7]=[C:2]([NH2:1])[N:3]=[C:4]([C:17]2[N:18]=[C:29]([C:28]3[CH:27]=[N:26][C:25]([O:24][CH2:23][C:22]([F:35])([F:21])[F:34])=[CH:33][CH:32]=3)[O:20][N:19]=2)[N:5]=1. The yield is 0.320. (3) The reactants are [Cl:1][C:2]1[CH:3]=[C:4](B(O)O)[CH:5]=[CH:6][CH:7]=1.Cl[C:12]1[N:17]=[CH:16][CH:15]=[CH:14][N:13]=1.[F-].[Cs+]. The catalyst is O1CCOCC1.O.C1C=CC([P]([Pd]([P](C2C=CC=CC=2)(C2C=CC=CC=2)C2C=CC=CC=2)([P](C2C=CC=CC=2)(C2C=CC=CC=2)C2C=CC=CC=2)[P](C2C=CC=CC=2)(C2C=CC=CC=2)C2C=CC=CC=2)(C2C=CC=CC=2)C2C=CC=CC=2)=CC=1. The product is [Cl:1][C:2]1[CH:3]=[C:4]([C:12]2[N:17]=[CH:16][CH:15]=[CH:14][N:13]=2)[CH:5]=[CH:6][CH:7]=1. The yield is 0.370. (4) The reactants are [CH:1]1([C:4]2[NH:15][C:14](=O)[C:7]3[N:8]=[C:9]([S:12][CH3:13])[N:10]=[CH:11][C:6]=3[CH:5]=2)[CH2:3][CH2:2]1.P(Cl)(Cl)([Cl:19])=O. No catalyst specified. The product is [Cl:19][C:14]1[C:7]2[N:8]=[C:9]([S:12][CH3:13])[N:10]=[CH:11][C:6]=2[CH:5]=[C:4]([CH:1]2[CH2:3][CH2:2]2)[N:15]=1. The yield is 0.880. (5) The reactants are N[C:2]1[CH:26]=[CH:25][C:5]2[C:6]3[CH:12]=[C:11]([S:13]([NH:16][C@H:17]([CH:22]([CH3:24])[CH3:23])[C:18]([O:20][CH3:21])=[O:19])(=[O:15])=[O:14])[CH:10]=[CH:9][C:7]=3[O:8][C:4]=2[CH:3]=1.Cl.N([O-])=O.[Na+].[I-:32].[Na+]. The catalyst is O. The product is [I:32][C:2]1[CH:26]=[CH:25][C:5]2[C:6]3[CH:12]=[C:11]([S:13]([NH:16][C@H:17]([CH:22]([CH3:24])[CH3:23])[C:18]([O:20][CH3:21])=[O:19])(=[O:15])=[O:14])[CH:10]=[CH:9][C:7]=3[O:8][C:4]=2[CH:3]=1. The yield is 0.710.